This data is from Catalyst prediction with 721,799 reactions and 888 catalyst types from USPTO. The task is: Predict which catalyst facilitates the given reaction. (1) Reactant: [NH2:1][C:2]1[CH:3]=[CH:4][CH:5]=[C:6]2[C:11]=1[CH2:10][CH:9]([OH:12])[CH2:8][CH2:7]2.C1([O:19][C:20](=O)[NH:21][C:22]2[CH:27]=[CH:26][C:25]([O:28][C:29]([F:32])([F:31])[F:30])=[CH:24][CH:23]=2)C=CC=CC=1. Product: [OH:12][CH:9]1[CH2:10][C:11]2[C:2]([NH:1][C:20]([NH:21][C:22]3[CH:27]=[CH:26][C:25]([O:28][C:29]([F:30])([F:31])[F:32])=[CH:24][CH:23]=3)=[O:19])=[CH:3][CH:4]=[CH:5][C:6]=2[CH2:7][CH2:8]1. The catalyst class is: 16. (2) Reactant: [NH2:1][C:2]1[CH:3]=[CH:4][CH:5]=[C:6]2[C:11]=1[N:10]=[CH:9][CH:8]=[CH:7]2.[F:12][C:13]1[CH:14]=[CH:15][C:16]([N+:23]([O-:25])=[O:24])=[C:17]([S:19](Cl)(=[O:21])=[O:20])[CH:18]=1.N1C=CC=CC=1. Product: [F:12][C:13]1[CH:14]=[CH:15][C:16]([N+:23]([O-:25])=[O:24])=[C:17]([S:19]([NH:1][C:2]2[CH:3]=[CH:4][CH:5]=[C:6]3[C:11]=2[N:10]=[CH:9][CH:8]=[CH:7]3)(=[O:20])=[O:21])[CH:18]=1. The catalyst class is: 79. (3) Reactant: [F:1][C:2]1[CH:9]=[CH:8][C:5]([C:6]#[N:7])=[C:4]([CH3:10])[CH:3]=1.[Br:11]N1C(=O)CCC1=O.N(C(C)(C)C#N)=NC(C)(C)C#N. Product: [Br:11][CH2:10][C:4]1[CH:3]=[C:2]([F:1])[CH:9]=[CH:8][C:5]=1[C:6]#[N:7]. The catalyst class is: 53. (4) Reactant: [OH-].[Na+].C([O:5][C:6]([C:8]1[N:9]=[C:10]([Cl:13])[S:11][CH:12]=1)=[O:7])C. Product: [Cl:13][C:10]1[S:11][CH:12]=[C:8]([C:6]([OH:7])=[O:5])[N:9]=1. The catalyst class is: 8. (5) Reactant: CC([O-])(CC)C.[K+].Cl[C:9]1[C:14]([CH2:15][N:16]([CH3:26])[CH2:17][CH:18]([C:20]2[S:21][C:22]([CH3:25])=[CH:23][N:24]=2)[OH:19])=[CH:13][CH:12]=[C:11]([Cl:27])[N:10]=1. Product: [Cl:27][C:11]1[CH:12]=[CH:13][C:14]2[CH2:15][N:16]([CH3:26])[CH2:17][CH:18]([C:20]3[S:21][C:22]([CH3:25])=[CH:23][N:24]=3)[O:19][C:9]=2[N:10]=1. The catalyst class is: 11. (6) Reactant: [CH2:1]([O:3][C:4]([C:6]1[CH:7]=[C:8]2[C:13](=[CH:14][CH:15]=1)[NH:12][CH:11]([C:16]1[CH:21]=[C:20]([CH3:22])[CH:19]=[C:18]([Br:23])[CH:17]=1)[C:10]([CH3:25])([CH3:24])[CH:9]2O)=[O:5])[CH3:2].C([SiH](CC)CC)C. Product: [CH2:1]([O:3][C:4]([C:6]1[CH:7]=[C:8]2[C:13](=[CH:14][CH:15]=1)[NH:12][CH:11]([C:16]1[CH:21]=[C:20]([CH3:22])[CH:19]=[C:18]([Br:23])[CH:17]=1)[C:10]([CH3:24])([CH3:25])[CH2:9]2)=[O:5])[CH3:2]. The catalyst class is: 55. (7) The catalyst class is: 3. Reactant: Br[C:2]1[C:7]([O:8][CH3:9])=[CH:6][CH:5]=[CH:4][N:3]=1.[C:10]([C:12]1[CH:13]=[C:14]([OH:18])[CH:15]=[CH:16][CH:17]=1)#[N:11].C(=O)([O-])[O-].[K+].[K+].C(OCC)(=O)C. Product: [C:10]([C:12]1[CH:13]=[C:14]([CH:15]=[CH:16][CH:17]=1)[O:18][C:2]1[C:7]([O:8][CH3:9])=[CH:6][CH:5]=[CH:4][N:3]=1)#[N:11]. (8) Reactant: [Cl:1][C:2]1[CH:13]=[CH:12][CH:11]=[C:10]([Cl:14])[C:3]=1[CH:4]=[C:5]([C:8]#[N:9])[C:6]#[N:7].O1CCCC1.[BH4-].[Na+].C(C(C(C1C=CC(OC(F)(F)F)=CC=1)C)(C#N)C#N)C=C. Product: [Cl:1][C:2]1[CH:13]=[CH:12][CH:11]=[C:10]([Cl:14])[C:3]=1[CH2:4][CH:5]([C:6]#[N:7])[C:8]#[N:9]. The catalyst class is: 8. (9) Reactant: [OH:1][C:2]1[CH:7]=[CH:6][CH:5]=[CH:4][C:3]=1[C:8](=[NH:11])[NH:9][CH3:10].[S:12](N1C=CN=C1)(N1C=CN=C1)(=[O:14])=[O:13]. The catalyst class is: 6. Product: [CH3:10][N:9]1[CH:8]([NH2:11])[C:3]2[CH:4]=[CH:5][CH:6]=[CH:7][C:2]=2[O:1][S:12]1(=[O:14])=[O:13].